This data is from Experimentally validated miRNA-target interactions with 360,000+ pairs, plus equal number of negative samples. The task is: Binary Classification. Given a miRNA mature sequence and a target amino acid sequence, predict their likelihood of interaction. (1) The miRNA is mmu-miR-24-3p with sequence UGGCUCAGUUCAGCAGGAACAG. The protein sequence of the target gene is MGRLHCTQDPVPEAVRGDMQQLNQLGAQQFSDLTEVLFHFLTEPKEVERFLAQLSEFATSNQISLGPLKSIMKSLLLVPNGALKKGLTAEQVRTDLQTLGLSEEKATYFSEKWKQNASTLAQWAMGQTLMVNQLIDMEWRFGVTSGSSELEKVGSIFLQLKLVVKKGKQTENLYMELTLPQFYSFLHEMERVRASMECLS. Result: 1 (interaction). (2) The miRNA is mmu-miR-106a-5p with sequence CAAAGUGCUAACAGUGCAGGUAG. The protein sequence of the target gene is MAAQQRDCGGAAQLAGPAAEADPLGRFTCPVCLEVYEKPVQVPCGHVFCSACLQECLKPKKPVCGVCRSALAPGVRAVELERQIESTETSCHGCRKNFFLSKIRSHVATCSKYQNYIMEGVKATIKDASLQPRNVPNRYTFPCPYCPEKNFDQEGLVEHCKLFHSTDTKSVVCPICASMPWGDPNYRSANFREHIQRRHRFSYDTFVDYDVDEEDMMNQVLQRSIIDQ. Result: 0 (no interaction). (3) The miRNA is hsa-miR-4524a-3p with sequence UGAGACAGGCUUAUGCUGCUAU. The protein sequence of the target gene is MEPRMESCLAQVLQKDVGKRLQVGQELIDYFSDRQKSADLEHDQTLLDKLVDGLATSWVNSSNYKVVLLGMDILSALVTRLQDRFKAQIGTVLPSLIDRLGDAKDSVREQDQTLLLKIMDQAANPQYVWDRMLGGFKHKNFRTREGICLCLIATLNASGAQTLTLSKIVPHICNLLGDPNSQVRDAAINSLVEIYRHVGERVRADLSKKGLPQSRLNVIFTKFDEVQKSGNMIQSANEKNFDDEDSVDGNRPSSASSSSSKAPSSSRRNVNLGTTRRLMSSSLGSKSSAAKEGAGAVDEE.... Result: 0 (no interaction). (4) The miRNA is hsa-miR-4282 with sequence UAAAAUUUGCAUCCAGGA. The protein sequence of the target gene is MDCREMDLYEDYQSPFDFDAGVNKSYLYLSPSGNSSPPGSPTLQKFGLLRTDPVPEEGEDVAATISATETLSEEEQEELRRELAKVEEEIQTLSQVLAAKEKHLAEIKRKLGINSLQELKQNIAKGWQDVTATSAYKKTSETLSQAGQKASAAFSSVGSVITKKLEDVKNSPTFKSFEEKVENLKSKVGGTKPAGGDFGEVLNSAANASATTTEPLPEKTQESL. Result: 1 (interaction). (5) The miRNA is hsa-miR-199a-5p with sequence CCCAGUGUUCAGACUACCUGUUC. The protein sequence of the target gene is MMTAKAVDKIPVTLSGFVHQLSDNIYPVEDLAATSVTIFPNAELGGPFDQMNGVAGDGMINIDMTGEKRSLDLPYPSSFAPVSAPRNQTFTYMGKFSIDPQYPGASCYPEGIINIVSAGILQGVTSPASTTASSSVTSASPNPLATGPLGVCTMSQTQPDLDHLYSPPPPPPPYSGCAGDLYQDPSAFLSAATTSTSSSLAYPPPPSYPSPKPATDPGLFPMIPDYPGFFPSQCQRDLHGTAGPDRKPFPCPLDTLRVPPPLTPLSTIRNFTLGGPSAGVTGPGASGGSEGPRLPGSSSA.... Result: 0 (no interaction). (6) The miRNA is hsa-miR-2278 with sequence GAGAGCAGUGUGUGUUGCCUGG. The protein sequence of the target gene is MSLGQRLALLASRLQEPQRVASFQRLCGVEVPLSSPAADEDAETEVRGAPGEPRRRGRQPGAEDSPAKADCCGAPNGVRNGLAAEPGPTGPRRAGSQRRNSLTGEEGELVKVSNLPLYYLFCLGTELGNELFYILFFPFWIWNLDPFVGRRLVIIWVLVMYLGQCTKDIIRWPRPASPPVIKLEVFYNSEYSMPSTHAMSGTAIPIAMFLLTYGRWQYPLIYGLILIPCWSSLVCLSRIYMGMHSILDVIAGFLYTILILIIFYPLVDLIDNFNQTYKYAPLIIIGLHLILGIFSFTLDT.... Result: 0 (no interaction). (7) The protein sequence of the target gene is MASQSQGIQQLLQAEKRAAEKVSEARKRKNRRLKQAKEEAQAEIEQYRLQREKEFKAKEAAALGSRGSCSTEVEKETQEKMTILQTYFRQNRDEVLDNLLAFVCDIRPEIHENYRING. The miRNA is hsa-miR-202-3p with sequence AGAGGUAUAGGGCAUGGGAA. Result: 1 (interaction). (8) The miRNA is hsa-miR-6512-5p with sequence UACCAUUAGAAGAGCUGGAAGA. The protein sequence of the target gene is MISSTSVYGLKMQWTPEHAQWPEQHFDITSTTRSPAHKVEAYRGHLQRTYQYAWANDDISALTASNLLKKYAEKYSGILEGPVDRPVLSNYSDTPSGLVNGRKNESEPWQPSLNSEAVYPMNCVPDVITASKAGVSSALPPADVSASIGSSPGVASNLTEPSYSSSTCGSHTVPSLHAGLPSQEYAPGYNGSYLHSTYSSQPAPALPSPHPSPLHSSGLLQPPPPPPPPPALVPGYNGTSNLSSYSYPSASYPPQTAVGSGYSPGGAPPPPSAYLPSGIPAPTPLPPTTVPGYTYQGHGL.... Result: 1 (interaction).